Dataset: Cav3 T-type calcium channel HTS with 100,875 compounds. Task: Binary Classification. Given a drug SMILES string, predict its activity (active/inactive) in a high-throughput screening assay against a specified biological target. The drug is O=C1C2(C(C=3C(CC2)c2c(CC3)cc(O)cc2)CC1)C. The result is 0 (inactive).